Task: Predict which catalyst facilitates the given reaction.. Dataset: Catalyst prediction with 721,799 reactions and 888 catalyst types from USPTO (1) Reactant: ClC1C=C([C:9]2[N:13]3[C:14]4[N:22]=[C:21]([O:23][CH3:24])[CH:20]=[CH:19][C:15]=4[N:16]=[C:17]([CH3:18])[C:12]3=[C:11]([CH3:25])[N:10]=2)C=C(Cl)C=1.[Cl:26][C:27]1[CH:32]=[CH:31][C:30](B(O)O)=[C:29]([CH3:36])[CH:28]=1.C([O-])([O-])=O.[K+].[K+]. Product: [Cl:26][C:27]1[CH:32]=[CH:31][C:30]([C:9]2[N:13]3[C:14]4[N:22]=[C:21]([O:23][CH3:24])[CH:20]=[CH:19][C:15]=4[N:16]=[C:17]([CH3:18])[C:12]3=[C:11]([CH3:25])[N:10]=2)=[C:29]([CH3:36])[CH:28]=1. The catalyst class is: 73. (2) Reactant: Br[C:2]1[CH:7]=[CH:6][C:5]([C@H:8]2[O:12][C:11]([CH3:14])([CH3:13])[N:10]([C:15]([O:17][C:18]([CH3:21])([CH3:20])[CH3:19])=[O:16])[C@@H:9]2[CH2:22][F:23])=[CH:4][CH:3]=1.[CH3:24][S:25]SC.[Cl-].[NH4+].C(OCC)(=O)C. Product: [C:18]([O:17][C:15]([N:10]1[C@H:9]([CH2:22][F:23])[C@@H:8]([C:5]2[CH:6]=[CH:7][C:2]([S:25][CH3:24])=[CH:3][CH:4]=2)[O:12][C:11]1([CH3:14])[CH3:13])=[O:16])([CH3:21])([CH3:20])[CH3:19]. The catalyst class is: 7. (3) Reactant: [Cl:1][C:2]1[C:7]([F:8])=[CH:6][N:5]=[C:4]2[N:9]([S:12]([C:15]3[CH:20]=[CH:19][CH:18]=[CH:17][CH:16]=3)(=[O:14])=[O:13])[CH:10]=[CH:11][C:3]=12.C([N-]C(C)C)(C)C.[Li+].O1CCCC1.CCCCCCC.C(C1C=CC=CC=1)C.[I:49]I. Product: [Cl:1][C:2]1[C:7]([F:8])=[CH:6][N:5]=[C:4]2[N:9]([S:12]([C:15]3[CH:20]=[CH:19][CH:18]=[CH:17][CH:16]=3)(=[O:14])=[O:13])[C:10]([I:49])=[CH:11][C:3]=12. The catalyst class is: 7. (4) Reactant: C([O-])([O-])=O.[Cs+].[Cs+].Cl[C:8]1[CH:9]=[CH:10][C:11]([N+:15]([O-:17])=[O:16])=[C:12](F)[CH:13]=1.[OH:18][C:19]1[CH:28]=[CH:27][CH:26]=[CH:25][C:20]=1[C:21]([O:23][CH3:24])=[O:22].C(Cl)[Cl:30]. The catalyst class is: 3. Product: [CH3:24][O:23][C:21](=[O:22])[C:20]1[CH:25]=[CH:26][CH:27]=[CH:28][C:19]=1[O:18][C:10]1[CH:9]=[CH:8][CH:13]=[C:12]([Cl:30])[C:11]=1[N+:15]([O-:17])=[O:16]. (5) Reactant: [F:1][C:2]1[CH:39]=[CH:38][C:5]([CH2:6][CH2:7][N:8]2[CH2:13][CH2:12][N:11]([C:14]3[CH:15]=[CH:16][C:17]4[C:18]5[C:27]([CH3:29])([CH3:28])[N:26](C(OC(C)(C)C)=O)[CH2:25][CH2:24][C:19]=5[N:20]([CH3:23])[C:21]=4[CH:22]=3)[C:10](=[O:37])[CH2:9]2)=[CH:4][CH:3]=1.[ClH:40]. Product: [ClH:40].[ClH:40].[F:1][C:2]1[CH:39]=[CH:38][C:5]([CH2:6][CH2:7][N:8]2[CH2:13][CH2:12][N:11]([C:14]3[CH:15]=[CH:16][C:17]4[C:18]5[C:27]([CH3:28])([CH3:29])[NH:26][CH2:25][CH2:24][C:19]=5[N:20]([CH3:23])[C:21]=4[CH:22]=3)[C:10](=[O:37])[CH2:9]2)=[CH:4][CH:3]=1. The catalyst class is: 275.